Dataset: Full USPTO retrosynthesis dataset with 1.9M reactions from patents (1976-2016). Task: Predict the reactants needed to synthesize the given product. (1) Given the product [C:32]([O:36][C:37]([NH:39][C@H:40]1[CH2:41][O:45][C:43]1=[O:44])=[O:38])([CH3:33])([CH3:34])[CH3:35], predict the reactants needed to synthesize it. The reactants are: CCOC(/N=N/C(OCC)=O)=O.C1(P(C2C=CC=CC=2)C2C=CC=CC=2)C=CC=CC=1.[C:32]([O:36][C:37]([NH:39][C@H:40]([C:43]([OH:45])=[O:44])[CH2:41]O)=[O:38])([CH3:35])([CH3:34])[CH3:33]. (2) Given the product [Cl:26][C:13]1[CH:12]=[C:11]2[C:16](=[CH:15][C:14]=1[CH2:17][C:18]1[CH:19]=[CH:20][C:21]([CH2:24][CH3:25])=[CH:22][CH:23]=1)[C@:7]1([C@H:6]([OH:27])[C@@H:5]([OH:28])[C@H:4]([OH:29])[C@@H:3]([CH2:2][NH:1][C:36](=[O:38])[CH3:37])[O:8]1)[O:9][CH2:10]2, predict the reactants needed to synthesize it. The reactants are: [NH2:1][CH2:2][C@H:3]1[O:8][C@@:7]2([C:16]3[C:11](=[CH:12][C:13]([Cl:26])=[C:14]([CH2:17][C:18]4[CH:23]=[CH:22][C:21]([CH2:24][CH3:25])=[CH:20][CH:19]=4)[CH:15]=3)[CH2:10][O:9]2)[C@H:6]([OH:27])[C@@H:5]([OH:28])[C@@H:4]1[OH:29].N1C=CC=CC=1.[C:36](OC(=O)C)(=[O:38])[CH3:37]. (3) Given the product [OH:2][C:3]1[CH:4]=[C:5]([CH2:10][C:11]#[N:12])[CH:6]=[CH:7][C:8]=1[CH3:9], predict the reactants needed to synthesize it. The reactants are: C[O:2][C:3]1[CH:4]=[C:5]([CH2:10][C:11]#[N:12])[CH:6]=[CH:7][C:8]=1[CH3:9].B(Br)(Br)Br. (4) Given the product [CH:1]1[C:7]([NH2:8])=[N:6][C:4](=[O:5])[N:3]([C@@H:9]2[O:13][C@H:12]([CH2:14][OH:15])[C@@H:11]([OH:16])[C:10]2([F:17])[F:18])[CH:2]=1.[ClH:19], predict the reactants needed to synthesize it. The reactants are: [CH:1]1[C:7]([NH2:8])=[N:6][C:4](=[O:5])[N:3]([C@@H:9]2[O:13][C@H:12]([CH2:14][OH:15])[C@@H:11]([OH:16])[C:10]2([F:18])[F:17])[CH:2]=1.[ClH:19]. (5) Given the product [N+:16]([C:4]1[CH:3]=[C:2]([Br:1])[CH:15]=[CH:14][C:5]=1[CH2:6][N:7]([CH2:8][C:9]([O:11][CH2:12][CH3:13])=[O:10])[C:24](=[O:25])[C:23]1[CH:27]=[CH:28][C:20]([Cl:19])=[CH:21][CH:22]=1)([O-:18])=[O:17], predict the reactants needed to synthesize it. The reactants are: [Br:1][C:2]1[CH:15]=[CH:14][C:5]([CH2:6][NH:7][CH2:8][C:9]([O:11][CH2:12][CH3:13])=[O:10])=[C:4]([N+:16]([O-:18])=[O:17])[CH:3]=1.[Cl:19][C:20]1[CH:28]=[CH:27][C:23]([C:24](Cl)=[O:25])=[CH:22][CH:21]=1.C(N(CC)CC)C. (6) Given the product [C:18]([O:17][C:15]([N:11]1[CH2:12][CH2:13][CH2:14][C:10]1([CH2:9][O:8][CH2:1][C:2]1[CH:7]=[CH:6][CH:5]=[CH:4][CH:3]=1)[C:22](=[O:23])[NH:59][C@@H:60]([C@H:65]([OH:67])[CH3:66])[C:61]([O:63][CH3:64])=[O:62])=[O:16])([CH3:21])([CH3:20])[CH3:19], predict the reactants needed to synthesize it. The reactants are: [CH2:1]([O:8][CH2:9][C:10]1([C:22](O)=[O:23])[CH2:14][CH2:13][CH2:12][N:11]1[C:15]([O:17][C:18]([CH3:21])([CH3:20])[CH3:19])=[O:16])[C:2]1[CH:7]=[CH:6][CH:5]=[CH:4][CH:3]=1.CCN(C(C)C)C(C)C.CN(C(ON1N=NC2C=CC=NC1=2)=[N+](C)C)C.F[P-](F)(F)(F)(F)F.Cl.[NH2:59][CH:60]([CH:65]([OH:67])[CH3:66])[C:61]([O:63][CH3:64])=[O:62]. (7) The reactants are: Br[C:2]1[CH:3]=[CH:4][C:5]2[C:6]3[CH2:15][N:14]([C:16]([O:18][C:19]([CH3:22])([CH3:21])[CH3:20])=[O:17])[CH2:13][CH2:12][C:7]=3[N:8]([CH3:11])[C:9]=2[CH:10]=1.[Cl:23][C:24]1[CH:29]=[C:28]([Cl:30])[CH:27]=[CH:26][C:25]=1[C:31]1[CH:36]=[CH:35][NH:34][C:33](=[O:37])[CH:32]=1. Given the product [Cl:23][C:24]1[CH:29]=[C:28]([Cl:30])[CH:27]=[CH:26][C:25]=1[C:31]1[CH:36]=[CH:35][N:34]([C:2]2[CH:3]=[CH:4][C:5]3[C:6]4[CH2:15][N:14]([C:16]([O:18][C:19]([CH3:22])([CH3:21])[CH3:20])=[O:17])[CH2:13][CH2:12][C:7]=4[N:8]([CH3:11])[C:9]=3[CH:10]=2)[C:33](=[O:37])[CH:32]=1, predict the reactants needed to synthesize it. (8) The reactants are: [O:1]=[C:2]1[C:11]([CH:12]2[CH2:17][CH2:16][N:15]([C:18]([O:20][C@H:21]([CH2:26][C:27]3[CH:35]=[C:34]([CH3:36])[C:33]4[C:29](=[CH:30][N:31]([CH2:37][O:38][CH3:39])[N:32]=4)[CH:28]=3)[C:22](OC)=[O:23])=[O:19])[CH2:14][CH2:13]2)=[CH:10][C:9]2[C:4](=[CH:5][CH:6]=[CH:7][CH:8]=2)[NH:3]1.[BH4-].[Li+]. Given the product [O:1]=[C:2]1[C:11]([CH:12]2[CH2:13][CH2:14][N:15]([C:18]([O:20][C@H:21]([CH2:26][C:27]3[CH:35]=[C:34]([CH3:36])[C:33]4[C:29](=[CH:30][N:31]([CH2:37][O:38][CH3:39])[N:32]=4)[CH:28]=3)[CH2:22][OH:23])=[O:19])[CH2:16][CH2:17]2)=[CH:10][C:9]2[C:4](=[CH:5][CH:6]=[CH:7][CH:8]=2)[NH:3]1, predict the reactants needed to synthesize it.